From a dataset of Reaction yield outcomes from USPTO patents with 853,638 reactions. Predict the reaction yield, written as a fraction of the theoretical maximum amount of product (1.0 means a 100% yield; for example, 0.34 means a 34% yield). (1) The reactants are C(Cl)(=O)C(Cl)=O.CS(C)=O.[CH2:11]([O:13][C:14]([N:16]1[CH2:21][CH2:20][CH:19]([NH:22][S:23]([C:26]2[C:35]3[C:30](=[CH:31][CH:32]=[CH:33][CH:34]=3)[C:29]([CH:36]([OH:38])[CH3:37])=[CH:28][CH:27]=2)(=[O:25])=[O:24])[CH2:18][CH2:17]1)=[O:15])[CH3:12].C(N(CC)CC)C. The catalyst is C(Cl)Cl. The product is [CH2:11]([O:13][C:14]([N:16]1[CH2:21][CH2:20][CH:19]([NH:22][S:23]([C:26]2[C:35]3[C:30](=[CH:31][CH:32]=[CH:33][CH:34]=3)[C:29]([C:36](=[O:38])[CH3:37])=[CH:28][CH:27]=2)(=[O:24])=[O:25])[CH2:18][CH2:17]1)=[O:15])[CH3:12]. The yield is 0.250. (2) The yield is 0.460. The product is [CH2:37]([C@H:2]([NH:1][C:50](=[O:51])[O:52][C:53]([CH3:56])([CH3:55])[CH3:54])[CH2:3][C@H:4]([OH:36])[C@@H:5]([N:21]([CH2:29][C:30]1[CH:31]=[CH:32][CH:33]=[CH:34][CH:35]=1)[CH2:22][C:23]1[CH:24]=[CH:25][CH:26]=[CH:27][CH:28]=1)[CH2:6][C:7]1[CH:8]=[CH:9][C:10]([O:13][CH2:14][C:15]2[CH:20]=[CH:19][CH:18]=[CH:17][CH:16]=2)=[CH:11][CH:12]=1)[C:38]1[CH:43]=[CH:42][CH:41]=[CH:40][CH:39]=1. The catalyst is COC(C)(C)C.C(Cl)(Cl)Cl. The reactants are [NH2:1][C@@H:2]([CH2:37][C:38]1[CH:43]=[CH:42][CH:41]=[CH:40][CH:39]=1)[CH2:3][C@H:4]([OH:36])[C@@H:5]([N:21]([CH2:29][C:30]1[CH:35]=[CH:34][CH:33]=[CH:32][CH:31]=1)[CH2:22][C:23]1[CH:28]=[CH:27][CH:26]=[CH:25][CH:24]=1)[CH2:6][C:7]1[CH:12]=[CH:11][C:10]([O:13][CH2:14][C:15]2[CH:20]=[CH:19][CH:18]=[CH:17][CH:16]=2)=[CH:9][CH:8]=1.C([O-])([O-])=O.[K+].[K+].[C:50](O[C:50]([O:52][C:53]([CH3:56])([CH3:55])[CH3:54])=[O:51])([O:52][C:53]([CH3:56])([CH3:55])[CH3:54])=[O:51].C(OCC)(=O)C.